Dataset: Forward reaction prediction with 1.9M reactions from USPTO patents (1976-2016). Task: Predict the product of the given reaction. (1) Given the reactants [CH3:1][O:2][C:3]1[CH:4]=[C:5]([C:11]2[N:16]=[C:15]([O:17][C@@H:18]([C@H:20]3[CH2:24][NH:23][C:22](=[O:25])[CH2:21]3)[CH3:19])[C:14]3[NH:26][CH:27]=[N:28][C:13]=3[CH:12]=2)[CH:6]=[CH:7][C:8]=1[O:9][CH3:10].C([O-])([O-])=O.[Cs+].[Cs+].I[CH:36]1[CH2:39][O:38][CH2:37]1, predict the reaction product. The product is: [CH3:1][O:2][C:3]1[CH:4]=[C:5]([C:11]2[N:16]=[C:15]([O:17][C@@H:18]([C@H:20]3[CH2:24][NH:23][C:22](=[O:25])[CH2:21]3)[CH3:19])[C:14]3[N:26]([CH:36]4[CH2:39][O:38][CH2:37]4)[CH:27]=[N:28][C:13]=3[CH:12]=2)[CH:6]=[CH:7][C:8]=1[O:9][CH3:10]. (2) Given the reactants [Si]([O:8][CH:9]1[CH2:12][NH:11][CH2:10]1)(C(C)(C)C)(C)C.[CH:13]1([CH2:16][O:17][C:18]2[CH:23]=[CH:22][C:21](I)=[CH:20][CH:19]=2)[CH2:15][CH2:14]1.CC([O-])(C)C.[Na+].O1CCOCC1, predict the reaction product. The product is: [CH:13]1([CH2:16][O:17][C:18]2[CH:23]=[CH:22][C:21]([N:11]3[CH2:10][CH:9]([OH:8])[CH2:12]3)=[CH:20][CH:19]=2)[CH2:14][CH2:15]1. (3) The product is: [CH3:35][C:31]1[N:30]=[C:29]([C:28](=[O:44])[CH2:10][C:8]2[CH:7]=[CH:6][C:5]3[N:4]([N:3]=[CH:2][N:1]=3)[CH:9]=2)[CH:34]=[CH:33][N:32]=1. Given the reactants [N:1]1[CH:2]=[N:3][N:4]2[CH:9]=[C:8]([CH:10]=O)[CH:7]=[CH:6][C:5]=12.C1(OP([CH:28](NC2C=CC=CC=2)[C:29]2[CH:34]=[CH:33][N:32]=[C:31]([CH3:35])[N:30]=2)(=O)OC2C=CC=CC=2)C=CC=CC=1.C([O-])([O-])=[O:44].[Cs+].[Cs+].Cl, predict the reaction product. (4) Given the reactants Cl[C:2]1[CH:7]=[CH:6][N:5]=[C:4]2[CH:8]=[C:9]([C:11]([N:13]3[CH2:17][CH2:16][CH:15]([CH2:18][NH:19][C:20](=[O:26])[O:21][C:22]([CH3:25])([CH3:24])[CH3:23])[CH2:14]3)=[O:12])[S:10][C:3]=12.[CH3:27][NH:28][C:29]([C:31]1[C:39]2[C:34](=[CH:35][C:36]([OH:40])=[CH:37][CH:38]=2)[N:33]([CH3:41])[C:32]=1[CH3:42])=[O:30].C([O-])([O-])=O.[Cs+].[Cs+], predict the reaction product. The product is: [C:22]([O:21][C:20](=[O:26])[NH:19][CH2:18][CH:15]1[CH2:16][CH2:17][N:13]([C:11]([C:9]2[S:10][C:3]3[C:4](=[N:5][CH:6]=[CH:7][C:2]=3[O:40][C:36]3[CH:35]=[C:34]4[C:39]([C:31]([C:29]([NH:28][CH3:27])=[O:30])=[C:32]([CH3:42])[N:33]4[CH3:41])=[CH:38][CH:37]=3)[CH:8]=2)=[O:12])[CH2:14]1)([CH3:25])([CH3:24])[CH3:23]. (5) The product is: [CH2:38]([O:42][C:5]1[N:10]=[C:9]([O:11][C:12]2[CH:13]=[N:14][CH:15]=[CH:16][CH:17]=2)[C:8]([C:18]2[CH:23]=[CH:22][C:21]([Cl:24])=[CH:20][CH:19]=2)=[C:7]([C:25]2[CH:30]=[CH:29][C:28]([Cl:31])=[CH:27][C:26]=2[Cl:32])[N:6]=1)[CH2:39][CH2:40][CH3:41]. Given the reactants CS([C:5]1[N:10]=[C:9]([O:11][C:12]2[CH:13]=[N:14][CH:15]=[CH:16][CH:17]=2)[C:8]([C:18]2[CH:23]=[CH:22][C:21]([Cl:24])=[CH:20][CH:19]=2)=[C:7]([C:25]2[CH:30]=[CH:29][C:28]([Cl:31])=[CH:27][C:26]=2[Cl:32])[N:6]=1)(=O)=O.C([Li])CCC.[CH2:38]([OH:42])[CH2:39][CH2:40][CH3:41], predict the reaction product. (6) Given the reactants Br[CH2:2][C:3]([C:5]1[N:6]=[C:7]([C:11]2[CH:16]=[CH:15][C:14]([Cl:17])=[CH:13][CH:12]=2)[O:8][C:9]=1[CH3:10])=[O:4].C(N(CC)CC)C.[NH:25]1[CH2:30][CH2:29][CH2:28][CH2:27][CH2:26]1, predict the reaction product. The product is: [Cl:17][C:14]1[CH:15]=[CH:16][C:11]([C:7]2[O:8][C:9]([CH3:10])=[C:5]([C:3](=[O:4])[CH2:2][N:25]3[CH2:30][CH2:29][CH2:28][CH2:27][CH2:26]3)[N:6]=2)=[CH:12][CH:13]=1. (7) Given the reactants [Cl:1][C:2]1[CH:3]=[C:4]([CH:19]=[CH:20][CH:21]=1)[CH2:5][NH:6][C:7]1[CH:15]=[CH:14][CH:13]=[C:9]([C:10]([OH:12])=O)[C:8]=1[C:16]([OH:18])=O.Cl.[NH2:23][C:24]1([CH3:32])[CH2:29][CH2:28][C:27](=[O:30])[NH:26][C:25]1=[O:31], predict the reaction product. The product is: [Cl:1][C:2]1[CH:3]=[C:4]([CH:19]=[CH:20][CH:21]=1)[CH2:5][NH:6][C:7]1[CH:15]=[CH:14][CH:13]=[C:9]2[C:8]=1[C:16](=[O:18])[N:23]([C:24]1([CH3:32])[CH2:29][CH2:28][C:27](=[O:30])[NH:26][C:25]1=[O:31])[C:10]2=[O:12]. (8) Given the reactants [NH2:1][C:2]1[CH:14]=[CH:13][C:5]2[S:6][C:7]([C:9]([O:11][CH3:12])=[O:10])=[CH:8][C:4]=2[CH:3]=1.[C:15](OC(=O)C)(=[O:17])[CH3:16].C(N(C(C)C)CC)(C)C, predict the reaction product. The product is: [C:15]([NH:1][C:2]1[CH:14]=[CH:13][C:5]2[S:6][C:7]([C:9]([O:11][CH3:12])=[O:10])=[CH:8][C:4]=2[CH:3]=1)(=[O:17])[CH3:16]. (9) Given the reactants [CH2:1]([O:8][C:9]([N:11]1[CH2:16][C@H:15]([O:17][CH2:18][C:19]2[CH:20]=[CH:21][C:22]3[O:27][CH2:26][CH2:25][N:24]([CH2:28][CH2:29][CH2:30][O:31][CH3:32])[C:23]=3[CH:33]=2)[C@@H:14]([C:34]2[CH:39]=[CH:38][C:37]([O:40][CH3:41])=[CH:36][CH:35]=2)[CH2:13][C@H:12]1[C:42]([OH:44])=O)=[O:10])[C:2]1[CH:7]=[CH:6][CH:5]=[CH:4][CH:3]=1.C([N:47](CC)CC)C.ClC(OC(C)C)=O.N, predict the reaction product. The product is: [CH2:1]([O:8][C:9]([N:11]1[CH2:16][C@H:15]([O:17][CH2:18][C:19]2[CH:20]=[CH:21][C:22]3[O:27][CH2:26][CH2:25][N:24]([CH2:28][CH2:29][CH2:30][O:31][CH3:32])[C:23]=3[CH:33]=2)[C@@H:14]([C:34]2[CH:35]=[CH:36][C:37]([O:40][CH3:41])=[CH:38][CH:39]=2)[CH2:13][C@H:12]1[C:42](=[O:44])[NH2:47])=[O:10])[C:2]1[CH:7]=[CH:6][CH:5]=[CH:4][CH:3]=1.